Dataset: Peptide-MHC class II binding affinity with 134,281 pairs from IEDB. Task: Regression. Given a peptide amino acid sequence and an MHC pseudo amino acid sequence, predict their binding affinity value. This is MHC class II binding data. (1) The peptide sequence is SELYLYKVVKIEPLGVAP. The MHC is DRB1_0901 with pseudo-sequence DRB1_0901. The binding affinity (normalized) is 0.734. (2) The peptide sequence is AAFSKLPASTIDELK. The MHC is HLA-DQA10501-DQB10301 with pseudo-sequence HLA-DQA10501-DQB10301. The binding affinity (normalized) is 0.630.